The task is: Predict the reaction yield, written as a fraction of the theoretical maximum amount of product (1.0 means a 100% yield; for example, 0.34 means a 34% yield).. This data is from Reaction yield outcomes from USPTO patents with 853,638 reactions. (1) The reactants are [NH2:1][C:2]1[C:7]([F:8])=[C:6]([Cl:9])[CH:5]=[CH:4][C:3]=1[C:10](=O)[CH2:11]Cl.[CH:14]1([Mg]Br)[CH2:16][CH2:15]1. The catalyst is C1(C)C=CC=CC=1. The product is [Cl:9][C:6]1[C:7]([F:8])=[C:2]2[C:3]([CH:10]=[C:11]([CH:14]3[CH2:16][CH2:15]3)[NH:1]2)=[CH:4][CH:5]=1. The yield is 0.630. (2) The reactants are F[B-](F)(F)F.[C:6]1([C:12]2[CH:17]=[C:16]([C:18]3[CH:23]=[CH:22][CH:21]=[CH:20][CH:19]=3)[CH:15]=[C:14]([C:24]3[CH:29]=[CH:28][CH:27]=[CH:26][CH:25]=3)[O+:13]=2)[CH:11]=[CH:10][CH:9]=[CH:8][CH:7]=1.[C:30]1(=[O:37])[CH2:35][CH2:34][CH2:33][CH2:32][C:31]1=[O:36].C(O)(=O)C.C(N(CC)CC)C. The catalyst is CO. The product is [CH2:17]([C:16]1([C:18]2[CH:23]=[CH:22][CH:21]=[CH:20][CH:19]=2)[CH:15]=[C:14]([C:24]2[CH:25]=[CH:26][CH:27]=[CH:28][CH:29]=2)[C:32]2[CH2:33][CH2:34][CH2:35][C:30](=[O:37])[C:31]=2[O:36]1)[C:12]([C:6]1[CH:11]=[CH:10][CH:9]=[CH:8][CH:7]=1)=[O:13]. The yield is 0.793.